Dataset: Merck oncology drug combination screen with 23,052 pairs across 39 cell lines. Task: Regression. Given two drug SMILES strings and cell line genomic features, predict the synergy score measuring deviation from expected non-interaction effect. Drug 1: CCC1=CC2CN(C1)Cc1c([nH]c3ccccc13)C(C(=O)OC)(c1cc3c(cc1OC)N(C)C1C(O)(C(=O)OC)C(OC(C)=O)C4(CC)C=CCN5CCC31C54)C2. Drug 2: CC1(c2nc3c(C(N)=O)cccc3[nH]2)CCCN1. Cell line: SW837. Synergy scores: synergy=-22.6.